Dataset: Catalyst prediction with 721,799 reactions and 888 catalyst types from USPTO. Task: Predict which catalyst facilitates the given reaction. (1) Reactant: [CH3:1][S:2]([O:5]S(C)(=O)=O)(=O)=[O:3].[NH2:10][CH2:11][CH2:12][CH2:13][CH2:14][N:15]1[C:27]2[C:26]3[CH:25]=[CH:24][CH:23]=[CH:22][C:21]=3[N:20]=[C:19]([NH2:28])[C:18]=2[N:17]=[C:16]1[CH2:29][CH2:30][CH2:31][CH3:32]. The catalyst class is: 10. Product: [NH2:28][C:19]1[C:18]2[N:17]=[C:16]([CH2:29][CH2:30][CH2:31][CH3:32])[N:15]([CH2:14][CH2:13][CH2:12][CH2:11][NH:10][S:2]([CH3:1])(=[O:5])=[O:3])[C:27]=2[C:26]2[CH:25]=[CH:24][CH:23]=[CH:22][C:21]=2[N:20]=1. (2) Reactant: Cl.[C:2]([O:6][C:7](=[O:14])[CH:8]([NH2:13])[CH2:9][CH:10]([CH3:12])[CH3:11])([CH3:5])([CH3:4])[CH3:3].[S:15]1[CH:19]=[C:18]([CH:20]=O)[N:17]=[CH:16]1.C(N(CC)CC)C. Product: [S:15]1[CH:19]=[C:18]([CH:20]=[N:13][CH:8]([CH2:9][CH:10]([CH3:11])[CH3:12])[C:7]([O:6][C:2]([CH3:3])([CH3:5])[CH3:4])=[O:14])[N:17]=[CH:16]1. The catalyst class is: 4. (3) Reactant: C([O:3][C:4]([N:6]1[CH2:12][CH2:11][N:10]([O:13][CH3:14])[CH2:9][CH2:8][N:7]1[C:15](=[O:26])[CH2:16][C:17]1[C:22]([CH3:23])=[CH:21][C:20]([CH3:24])=[CH:19][C:18]=1[CH3:25])=O)C.CC(C)([O-])C.[K+]. Product: [CH3:14][O:13][N:10]1[CH2:9][CH2:8][N:7]2[C:15](=[O:26])[CH:16]([C:17]3[C:22]([CH3:23])=[CH:21][C:20]([CH3:24])=[CH:19][C:18]=3[CH3:25])[C:4](=[O:3])[N:6]2[CH2:12][CH2:11]1. The catalyst class is: 9. (4) Reactant: [ClH:1].[CH3:2][O:3][C:4]1[CH:9]=[CH:8][C:7]([C:10]2[CH2:11][CH2:12][CH2:13][CH2:14][NH:15][CH:16]=2)=[CH:6][CH:5]=1. Product: [ClH:1].[CH3:2][O:3][C:4]1[CH:5]=[CH:6][C:7]([CH:10]2[CH2:11][CH2:12][CH2:13][CH2:14][NH:15][CH2:16]2)=[CH:8][CH:9]=1. The catalyst class is: 19. (5) Reactant: C([NH:5][C:6]1[CH:11]=[C:10]([C:12]2[C:13]([C:26]3[CH:27]=[C:28]([NH:32][C:33]([NH:35][C:36]4[CH:41]=[CH:40][C:39]([C:42]([F:45])([F:44])[F:43])=[CH:38][CH:37]=4)=[O:34])[CH:29]=[CH:30][CH:31]=3)=[N:14][N:15](CC3C=CC(OC)=CC=3)[CH:16]=2)[CH:9]=[CH:8][N:7]=1)(C)(C)C.FC(F)(F)C(O)=O.[Na]. Product: [NH2:5][C:6]1[CH:11]=[C:10]([C:12]2[C:13]([C:26]3[CH:27]=[C:28]([NH:32][C:33]([NH:35][C:36]4[CH:41]=[CH:40][C:39]([C:42]([F:44])([F:45])[F:43])=[CH:38][CH:37]=4)=[O:34])[CH:29]=[CH:30][CH:31]=3)=[N:14][NH:15][CH:16]=2)[CH:9]=[CH:8][N:7]=1. The catalyst class is: 6. (6) Reactant: [Cl:1][C:2]1[CH:3]=[C:4]([C:12]2[O:16][N:15]=[C:14]([C:17]3[CH:25]=[CH:24][C:23]([CH2:26][CH2:27][CH2:28][C:29]([O:31]CC)=[O:30])=[C:22]4[C:18]=3[CH:19]=[CH:20][N:21]4[CH3:34])[N:13]=2)[CH:5]=[CH:6][C:7]=1[O:8][CH:9]([CH3:11])[CH3:10].[OH-].[Na+].Cl. Product: [Cl:1][C:2]1[CH:3]=[C:4]([C:12]2[O:16][N:15]=[C:14]([C:17]3[CH:25]=[CH:24][C:23]([CH2:26][CH2:27][CH2:28][C:29]([OH:31])=[O:30])=[C:22]4[C:18]=3[CH:19]=[CH:20][N:21]4[CH3:34])[N:13]=2)[CH:5]=[CH:6][C:7]=1[O:8][CH:9]([CH3:11])[CH3:10]. The catalyst class is: 353. (7) Reactant: [CH3:1][N:2]([CH3:31])[CH2:3][CH2:4][N:5]1[C:9]2=[CH:10][CH:11]=[C:12]3[C:17]([N:16]=[C:15]([C:18]4[CH:24]=[CH:23][C:21]([NH2:22])=[CH:20][CH:19]=4)[N:14]=[C:13]3[N:25]3[CH2:30][CH2:29][O:28][CH2:27][CH2:26]3)=[C:8]2[CH:7]=[CH:6]1.CCN(CC)CC.Cl[C:40]([O:42][CH2:43][CH3:44])=[O:41]. Product: [CH3:1][N:2]([CH3:31])[CH2:3][CH2:4][N:5]1[C:9]2=[CH:10][CH:11]=[C:12]3[C:17]([N:16]=[C:15]([C:18]4[CH:19]=[CH:20][C:21]([NH:22][C:40](=[O:41])[O:42][CH2:43][CH3:44])=[CH:23][CH:24]=4)[N:14]=[C:13]3[N:25]3[CH2:30][CH2:29][O:28][CH2:27][CH2:26]3)=[C:8]2[CH:7]=[CH:6]1. The catalyst class is: 2.